This data is from Full USPTO retrosynthesis dataset with 1.9M reactions from patents (1976-2016). The task is: Predict the reactants needed to synthesize the given product. (1) Given the product [CH2:19]([O:26][C:27](=[O:39])[NH:28][C:29]([C:31]1[CH:32]=[CH:33][C:34]([CH2:37][NH:38][C:11](=[O:13])[CH:10]([C:3]2[C:4]([F:9])=[CH:5][CH:6]=[C:7]([OH:8])[C:2]=2[F:1])[O:14][CH2:15][CH3:16])=[CH:35][CH:36]=1)=[NH:30])[C:20]1[CH:25]=[CH:24][CH:23]=[CH:22][CH:21]=1, predict the reactants needed to synthesize it. The reactants are: [F:1][C:2]1[C:7]([OH:8])=[CH:6][CH:5]=[C:4]([F:9])[C:3]=1[CH:10]([O:14][CH2:15][CH3:16])[C:11]([OH:13])=O.Cl.Cl.[CH2:19]([O:26][C:27](=[O:39])[NH:28][C:29]([C:31]1[CH:36]=[CH:35][C:34]([CH2:37][NH2:38])=[CH:33][CH:32]=1)=[NH:30])[C:20]1[CH:25]=[CH:24][CH:23]=[CH:22][CH:21]=1.ON1C2C=CC=CC=2N=N1.C(Cl)CCl. (2) Given the product [CH3:5][O:4][N:3]([CH3:2])[C:13]([C:15]1[N:16]([C:20]2[CH:25]=[CH:24][C:23]([C:26]#[N:27])=[C:22]([Cl:28])[CH:21]=2)[CH:17]=[N:18][CH:19]=1)=[O:14], predict the reactants needed to synthesize it. The reactants are: Cl.[CH3:2][NH:3][O:4][CH3:5].[Cl-].C[Al+]C.C(O[C:13]([C:15]1[N:16]([C:20]2[CH:25]=[CH:24][C:23]([C:26]#[N:27])=[C:22]([Cl:28])[CH:21]=2)[CH:17]=[N:18][CH:19]=1)=[O:14])C. (3) Given the product [Cl:35][C:23]1[CH:24]=[CH:25][C:26]([C:28]2[C:33]([F:34])=[CH:32][CH:31]=[CH:30][N:29]=2)=[CH:27][C:22]=1[C:21]([NH:20][C:19]1[N:15]([C:11]2[CH:12]=[CH:13][CH:14]=[C:9]([OH:8])[CH:10]=2)[N:16]=[C:17]([C:37]([NH2:42])=[O:38])[CH:18]=1)=[O:36], predict the reactants needed to synthesize it. The reactants are: C([O:8][C:9]1[CH:10]=[C:11]([N:15]2[C:19]([NH:20][C:21](=[O:36])[C:22]3[CH:27]=[C:26]([C:28]4[C:33]([F:34])=[CH:32][CH:31]=[CH:30][N:29]=4)[CH:25]=[CH:24][C:23]=3[Cl:35])=[CH:18][C:17]([C:37](OCC)=[O:38])=[N:16]2)[CH:12]=[CH:13][CH:14]=1)C1C=CC=CC=1.[NH3:42].B(Cl)(Cl)Cl.